Task: Predict the reactants needed to synthesize the given product.. Dataset: Full USPTO retrosynthesis dataset with 1.9M reactions from patents (1976-2016) (1) Given the product [F:27][C:24]1[CH:25]=[CH:26][C:21]([C:4]2([CH2:1][CH2:2][CH2:3][OH:46])[CH2:9][CH2:8][NH:7][C:6](=[O:19])[N:5]2[CH3:20])=[CH:22][CH:23]=1.[CH2:1]([C@@:4]1([C:21]2[CH:22]=[CH:23][C:24]([F:27])=[CH:25][CH:26]=2)[CH2:9][CH2:8][N:7]([C@H:10]([C:12]2[CH:17]=[CH:16][C:15]([Br:18])=[CH:14][CH:13]=2)[CH3:11])[C:6](=[O:19])[N:5]1[CH3:20])[CH:2]=[CH2:3], predict the reactants needed to synthesize it. The reactants are: [CH2:1]([C@@:4]1([C:21]2[CH:26]=[CH:25][C:24]([F:27])=[CH:23][CH:22]=2)[CH2:9][CH2:8][N:7]([C@H:10]([C:12]2[CH:17]=[CH:16][C:15]([Br:18])=[CH:14][CH:13]=2)[CH3:11])[C:6](=[O:19])[N:5]1[CH3:20])[CH:2]=[CH2:3].C([C@@]1(C2C=CC(F)=CC=2)CCN([C@H](C2C=CC(Br)=CC=2)C)C(=[O:46])N1)C=C. (2) The reactants are: Cl.Cl.[N:3]1([NH:9][C:10]([C:12]2[CH:13]=[N:14][C:15]([C:18]3[CH:23]=[CH:22][CH:21]=[CH:20][CH:19]=3)=[N:16][CH:17]=2)=[O:11])[CH2:8][CH2:7][NH:6][CH2:5][CH2:4]1.[C:24](Cl)(=[O:26])[CH3:25].CCN(CC)CC. Given the product [C:24]([N:6]1[CH2:5][CH2:4][N:3]([NH:9][C:10]([C:12]2[CH:17]=[N:16][C:15]([C:18]3[CH:19]=[CH:20][CH:21]=[CH:22][CH:23]=3)=[N:14][CH:13]=2)=[O:11])[CH2:8][CH2:7]1)(=[O:26])[CH3:25], predict the reactants needed to synthesize it. (3) Given the product [Cl:1][C:2]1[C:3]([CH3:12])=[CH:4][C:5]([F:11])=[C:6]([CH:10]=1)[C:7]([NH:17][S:14]([CH3:13])(=[O:16])=[O:15])=[O:8], predict the reactants needed to synthesize it. The reactants are: [Cl:1][C:2]1[C:3]([CH3:12])=[CH:4][C:5]([F:11])=[C:6]([CH:10]=1)[C:7](O)=[O:8].[CH3:13][S:14]([NH2:17])(=[O:16])=[O:15].Cl.C(N=C=NCCCN(C)C)C. (4) Given the product [ClH:75].[CH3:1][O:2][CH2:3][CH2:4][N:5]([CH3:36])[C:6]1[CH:13]=[CH:12][C:11]([C:14]2[C:18]([C:19]3[CH:24]=[CH:23][C:22]([S:25]([NH2:28])(=[O:27])=[O:26])=[CH:21][CH:20]=3)=[C:17]([CH3:35])[O:16][N:15]=2)=[CH:10][CH:9]=1, predict the reactants needed to synthesize it. The reactants are: [CH3:1][O:2][CH2:3][CH2:4][NH:5][CH3:6].BrC1[CH:13]=[CH:12][C:11]([C:14]2[C:18]([C:19]3[CH:24]=[CH:23][C:22]([S:25]([N:28]4C(C)=CC=C4C)(=[O:27])=[O:26])=[CH:21][CH:20]=3)=[C:17]([CH3:35])[O:16][N:15]=2)=[CH:10][CH:9]=1.[CH:36]1(P(C2CCCCC2)C2C=CC=CC=2C2C=CC=CC=2N(C)C)CCCCC1.C(=O)([O-])[O-].[Cs+].[Cs+].C(=O)(O)[O-].[Na+].[ClH:75].O1CCOCC1. (5) Given the product [OH:2][C:3]1[C:8](=[O:9])[NH:7][C:6]([C:10]2[CH:11]=[C:12]([CH:15]=[CH:16][CH:17]=2)[C:13]#[N:14])=[N:5][CH:4]=1, predict the reactants needed to synthesize it. The reactants are: C[O:2][C:3]1[C:8](=[O:9])[NH:7][C:6]([C:10]2[CH:11]=[C:12]([CH:15]=[CH:16][CH:17]=2)[C:13]#[N:14])=[N:5][CH:4]=1.C(Cl)Cl.B(Br)(Br)Br. (6) Given the product [NH2:15][C:10]1[N:11]=[C:12]([CH3:14])[N:13]=[C:8]([C:3]2[CH:4]=[N:5][CH:6]=[CH:7][C:2]=2[NH:25][C:20]2[C:19]3[CH:18]=[N:17][NH:16][C:24]=3[CH:23]=[CH:22][CH:21]=2)[CH:9]=1, predict the reactants needed to synthesize it. The reactants are: Cl[C:2]1[CH:7]=[CH:6][N:5]=[CH:4][C:3]=1[C:8]1[N:13]=[C:12]([CH3:14])[N:11]=[C:10]([NH2:15])[CH:9]=1.[NH:16]1[C:24]2[CH:23]=[CH:22][CH:21]=[C:20]([NH2:25])[C:19]=2[CH:18]=[N:17]1.CCO. (7) Given the product [F:1][C:2]1[CH:3]=[CH:4][C:5]([NH:11][CH2:12][C:13]([F:16])([F:15])[F:14])=[C:6]([CH:10]=1)[C:7]([NH:22][C:18]([CH3:19])([C:20]#[CH:21])[CH3:17])=[O:9], predict the reactants needed to synthesize it. The reactants are: [F:1][C:2]1[CH:3]=[CH:4][C:5]([NH:11][CH2:12][C:13]([F:16])([F:15])[F:14])=[C:6]([CH:10]=1)[C:7]([OH:9])=O.[CH3:17][C:18]([NH2:22])([C:20]#[CH:21])[CH3:19].CCN=C=NCCCN(C)C.CCN(C(C)C)C(C)C.C1C=CC2N(O)N=NC=2C=1. (8) Given the product [CH2:1]([CH:3]([CH2:42][CH2:43][CH2:44][CH3:45])[CH2:4][N:5]1[C:17]2[C:12](=[CH:13][C:14]([C:22](=[O:32])[C:23]3[C:24]([CH3:31])=[CH:25][C:26]([CH3:30])=[CH:27][C:28]=3[CH3:29])=[C:15]3[CH:21]=[CH:20][CH:19]=[CH:18][C:16]3=2)[C:11]2[C:6]1=[CH:7][CH:8]=[C:9]([C:33](=[O:41])[C:34]([C:35]1[CH:36]=[CH:37][CH:38]=[CH:39][CH:40]=1)=[N:46][OH:47])[CH:10]=2)[CH3:2], predict the reactants needed to synthesize it. The reactants are: [CH2:1]([CH:3]([CH2:42][CH2:43][CH2:44][CH3:45])[CH2:4][N:5]1[C:17]2[C:12](=[CH:13][C:14]([C:22](=[O:32])[C:23]3[C:28]([CH3:29])=[CH:27][C:26]([CH3:30])=[CH:25][C:24]=3[CH3:31])=[C:15]3[CH:21]=[CH:20][CH:19]=[CH:18][C:16]3=2)[C:11]2[C:6]1=[CH:7][CH:8]=[C:9]([C:33](=[O:41])[CH2:34][C:35]1[CH:40]=[CH:39][CH:38]=[CH:37][CH:36]=1)[CH:10]=2)[CH3:2].[N:46](OCCC(C)C)=[O:47]. (9) Given the product [F:26][C:24]1[C:23]([F:27])=[CH:22][C:18]([C:19]([OH:21])=[O:20])=[C:17]([NH:9][C:7]2[N:6]([C:10]3[CH:11]=[N:12][CH:13]=[CH:14][CH:15]=3)[N:5]=[C:4]([CH3:3])[CH:8]=2)[CH:25]=1, predict the reactants needed to synthesize it. The reactants are: Cl.Cl.[CH3:3][C:4]1[CH:8]=[C:7]([NH2:9])[N:6]([C:10]2[CH:11]=[N:12][CH:13]=[CH:14][CH:15]=2)[N:5]=1.Cl[C:17]1[CH:25]=[C:24]([F:26])[C:23]([F:27])=[CH:22][C:18]=1[C:19]([OH:21])=[O:20].C(=O)([O-])[O-].[K+].[K+].Cl. (10) Given the product [N:1]([CH2:8][C:7]1[CH:10]=[CH:11][CH:12]=[CH:13][C:6]=1[Cl:5])=[N+:2]=[N-:3], predict the reactants needed to synthesize it. The reactants are: [N-:1]=[N+:2]=[N-:3].[Na+].[Cl:5][C:6]1[CH:13]=[CH:12][CH:11]=[CH:10][C:7]=1[CH2:8]Cl.